This data is from Catalyst prediction with 721,799 reactions and 888 catalyst types from USPTO. The task is: Predict which catalyst facilitates the given reaction. Reactant: Cl[C:2]1[N:7]=[C:6]([NH:8][CH3:9])[C:5]([N+:10]([O-:12])=[O:11])=[CH:4][CH:3]=1.C(=O)([O-])[O-].[Na+].[Na+].[CH:19]1[C:28]2[C:23](=[CH:24][CH:25]=[CH:26][CH:27]=2)[CH:22]=[CH:21][C:20]=1B(O)O. Product: [CH3:9][NH:8][C:6]1[C:5]([N+:10]([O-:12])=[O:11])=[CH:4][CH:3]=[C:2]([C:21]2[CH:20]=[CH:19][C:28]3[C:23](=[CH:24][CH:25]=[CH:26][CH:27]=3)[CH:22]=2)[N:7]=1. The catalyst class is: 3.